Dataset: Reaction yield outcomes from USPTO patents with 853,638 reactions. Task: Predict the reaction yield, written as a fraction of the theoretical maximum amount of product (1.0 means a 100% yield; for example, 0.34 means a 34% yield). (1) The reactants are [Li+].C[Si]([N-][Si](C)(C)C)(C)C.[F:11][C@H:12]1[CH2:16][N:15]([C:17]([O:19][C:20]([CH3:23])([CH3:22])[CH3:21])=[O:18])[C@H:14]([C:24]([O:26][CH3:27])=[O:25])[CH2:13]1.[CH3:28]I. The catalyst is C1COCC1. The product is [F:11][C@H:12]1[CH2:16][N:15]([C:17]([O:19][C:20]([CH3:21])([CH3:22])[CH3:23])=[O:18])[C:14]([CH3:28])([C:24]([O:26][CH3:27])=[O:25])[CH2:13]1. The yield is 0.850. (2) The product is [CH2:5]([C:12]1[CH:13]=[CH:14][C:15]([C:16]([NH:34][CH2:33][CH2:32][C:26]2[C:25]3[C:29](=[CH:30][CH:31]=[C:23]([Cl:22])[CH:24]=3)[NH:28][CH:27]=2)=[O:18])=[CH:19][CH:20]=1)[C:6]1[CH:7]=[CH:8][CH:9]=[CH:10][CH:11]=1. The catalyst is C(Cl)(Cl)Cl. The yield is 0.780. The reactants are S(Cl)(Cl)=O.[CH2:5]([C:12]1[CH:20]=[CH:19][C:15]([C:16]([OH:18])=O)=[CH:14][CH:13]=1)[C:6]1[CH:11]=[CH:10][CH:9]=[CH:8][CH:7]=1.Cl.[Cl:22][C:23]1[CH:24]=[C:25]2[C:29](=[CH:30][CH:31]=1)[NH:28][CH:27]=[C:26]2[CH2:32][CH2:33][NH2:34].C(N(CC)CC)C. (3) The reactants are [Br:1][C:2]1[C:7]([CH3:8])=[CH:6][C:5]([OH:9])=[CH:4][C:3]=1[CH3:10].[S:11]1[CH2:16][CH2:15][CH:14](O)[CH2:13][CH2:12]1.C1(P(C2C=CC=CC=2)C2C=CC=CC=2)C=CC=CC=1.N(C(OCC)=O)=NC(OCC)=O. The catalyst is O1CCCC1. The product is [Br:1][C:2]1[C:7]([CH3:8])=[CH:6][C:5]([O:9][CH:14]2[CH2:15][CH2:16][S:11][CH2:12][CH2:13]2)=[CH:4][C:3]=1[CH3:10]. The yield is 0.860. (4) The reactants are B1(C)OC(C2C=CC=CC=2)(C2C=CC=CC=2)[C@H]2N1CCC2.B.[CH3:23][C:24]([O:27][C:28](=[O:39])[NH:29][CH2:30][CH2:31][C:32]([C:34]1[CH:38]=[CH:37][O:36][CH:35]=1)=[O:33])([CH3:26])[CH3:25]. The catalyst is O1CCCC1. The product is [CH3:26][C:24]([O:27][C:28](=[O:39])[NH:29][CH2:30][CH2:31][C@H:32]([C:34]1[CH:38]=[CH:37][O:36][CH:35]=1)[OH:33])([CH3:23])[CH3:25]. The yield is 0.840. (5) The product is [Cl:1][C:2]1[N:3]=[C:4]([N:20]([CH2:21][CH3:22])[CH3:19])[C:5]2[CH2:11][O:10][CH2:9][CH:8]([C:12]3[CH:17]=[CH:16][CH:15]=[CH:14][CH:13]=3)[C:6]=2[N:7]=1. The reactants are [Cl:1][C:2]1[N:3]=[C:4](Cl)[C:5]2[CH2:11][O:10][CH2:9][CH:8]([C:12]3[CH:17]=[CH:16][CH:15]=[CH:14][CH:13]=3)[C:6]=2[N:7]=1.[CH3:19][NH:20][CH2:21][CH3:22]. The catalyst is CO. The yield is 1.00. (6) The yield is 0.460. The catalyst is C1(C)C=CC=CC=1.COCCOC.CO.[Cu]I.CS(C)=O. The reactants are Br[C:2]1[N:7]=[CH:6][C:5]2[N:8]=[C:9]([C:13]3[C:14]([NH2:18])=[N:15][O:16][N:17]=3)[N:10]([CH2:11][CH3:12])[C:4]=2[CH:3]=1.NC1C=CC=CC=1.[OH:26][C:27]1[CH:28]=[C:29]([C:33](=[O:44])[CH:34]([CH3:43])[CH2:35][CH2:36][N:37]2[CH2:42][CH2:41][O:40][CH2:39][CH2:38]2)[CH:30]=[CH:31][CH:32]=1.N1C2C(=CC=C3C=2N=CC=C3)C=CC=1.C([O-])([O-])=O.[Cs+].[Cs+]. The product is [NH2:18][C:14]1[C:13]([C:9]2[N:10]([CH2:11][CH3:12])[C:4]3[CH:3]=[C:2]([O:26][C:27]4[CH:28]=[C:29]([C:33](=[O:44])[CH:34]([CH3:43])[CH2:35][CH2:36][N:37]5[CH2:42][CH2:41][O:40][CH2:39][CH2:38]5)[CH:30]=[CH:31][CH:32]=4)[N:7]=[CH:6][C:5]=3[N:8]=2)=[N:17][O:16][N:15]=1. (7) The reactants are [Cl:1][C:2]([F:13])([F:12])[C:3]1[CH:8]=[CH:7][C:6]([CH:9](Cl)[CH3:10])=[CH:5][N:4]=1.[CH3:14][S-:15].[Na+]. The catalyst is C(O)C. The product is [Cl:1][C:2]([F:13])([F:12])[C:3]1[CH:8]=[CH:7][C:6]([CH:9]([S:15][CH3:14])[CH3:10])=[CH:5][N:4]=1. The yield is 0.400.